From a dataset of Experimentally validated miRNA-target interactions with 360,000+ pairs, plus equal number of negative samples. Binary Classification. Given a miRNA mature sequence and a target amino acid sequence, predict their likelihood of interaction. (1) The miRNA is rno-miR-27b-3p with sequence UUCACAGUGGCUAAGUUCUGC. The protein sequence of the target gene is MVAAVLLGLSWLCSPLGALVLDFNNIRSSADLHGARKGSQCLSDTDCNTRKFCLQPRDEKPFCATCRGLRRRCQRDAMCCPGTLCVNDVCTTMEDATPILERQLDEQDGTHAEGTTGHPVQENQPKRKPSIKKSQGRKGQEGESCLRTFDCGPGLCCARHFWTKICKPVLLEGQVCSRRGHKDTAQAPEIFQRCDCGPGLLCRSQLTSNRQHARLRVCQKIEKL. Result: 0 (no interaction). (2) The miRNA is dme-miR-iab-8-5p with sequence UUACGUAUACUGAAGGUAUACCG. The protein sequence of the target gene is MSVPVAPKKSCYTQLRDNRNAARNNNESILSLGDTNANQIMLEVSSSHDESKTCDLGDEIGNTNSSEPENRTHFHKEFHQLQGFGKGSQAGSASLKDFRLSSTIQRELNEEHTVERGTDSLQTTRSIQGPSLSSWRNVMSEASLDVLAKRDAEIPRHVPKDKLAKTLDNEELRRHSLERASSSVAAVGSLTPQHPQPLSLDSREARGQIPGGGEGPQKTLPDHAVPAAFPATDSTSEGKSVRHPKPSTSESKQSTPSETQTVGAHVLQVCSEHTSHSAHPEPALNLTLASKEIPSKLEAQ.... Result: 0 (no interaction). (3) Result: 0 (no interaction). The protein sequence of the target gene is MACSEFSFHMPSLEELAEVLQKGLTDNFADVQVSVVDCPDLTKEPFTFPVRGICGQTRIAEVGGVPYLLPLVNKKKVYDLNEIAKVIKLPGAFILGAGAGPFQTLGFNSEFMPIVQTASEHNQPVNGSYFAHKNPADGACLLEKYSQKYHDFGCALLANLFASEGQPGKVIEVQAKRRTGELNFVSCMRQTLEEHYGDKPVGMGGTFIVQKGKVKAHIMPAEFSSCPLNSDEAVNKWLHFYEMKAPLVCLPVFVSKDPGLDLRLEHTHFFSHHGEGGHYHYDTTPDTVEYLGYFSPAQFL.... The miRNA is hsa-miR-495-5p with sequence GAAGUUGCCCAUGUUAUUUUCG. (4) The miRNA is hsa-miR-3157-3p with sequence CUGCCCUAGUCUAGCUGAAGCU. The protein sequence of the target gene is MPEARSSGPDLTRWRKQQQPVRRTVSQVCPPPRRPLTVADIRSGMENERLGVVRDSMFQNPLIVKAAGPASVGTSYSVYDSSAVQKVIPSLAGHHIKGGPQAELGKPRERSYSLPGINFNYGLYIRGLDGGVPEAIGRWNVFKQQPTCPHELTRNYIAMNRGAVKAGLVTARENLLYRQLNDIRISDQDDRRMKKEPPPLPPNMTFGIRARPSTPFFDLLQHRYLQLWVQEQKATQKAIKLEKKQKVVLGKLYETRSSQLRKYKPPVKLDTLWHMPHFQKVGRHLDTFPTEADRQRALKA.... Result: 1 (interaction). (5) The miRNA is hsa-miR-6759-5p with sequence UUGUGGGUGGGCAGAAGUCUGU. The protein sequence of the target gene is MLRLFYFSAIIASVILNFVGIIMNLFITVVNCKTWVKSHRISSSDRILFSLGITRFLMLGLFLVNTIYFVSSNTERSVYLSAFFVLCFMFLDSSSVWFVTLLNILYCVKITNFQHSVFLLLKRNISPKIPRLLLACVLISAFTTCLYITLSQASPFPELVTTRNNTSFNISEGILSLVVSLVLSSSLQFIINVTSASLLIHSLRRHIQKMQKNATGFWNPQTEAHVGAMKLMVYFLILYIPYSVATLVQYLPFYAGMDMGTKSICLIFATLYSPGHSVLIIITHPKLKTTAKKILCFKK. Result: 0 (no interaction). (6) The miRNA is dre-miR-133c-3p with sequence UUUGGUCCCUUUCAACCAGCUA. The protein sequence of the target gene is MALCLKQVFAKDKTFRPRKRFEPGTQRFELYKKAQASLKSGLDLRSVVRLPPGESIDDWIAVHVVDFFNRINLIYGTMAEHCSESSCPVMAGGPRYEYRWQDERQYRRPAKLSAPRYMALLMDWIEGLINDEDVFPTRVGVPFPKNFQQVCTKILTRLFRVFVHVYIHHFDSILSMGAEAHVNTCYKHFYYFIQEFSLVDQRELEPLREMTERICH. Result: 0 (no interaction). (7) The miRNA is hsa-miR-133a-3p with sequence UUUGGUCCCCUUCAACCAGCUG. The protein sequence of the target gene is MLQTLYDYFWWERLWLPVNLTWADLEDRDGRVYAKASDLYITLPLALLFLIVRYFFELYVATPLAALLNIKEKTRLRAPPNATLEHFYLTSGKQPKQVEVELLSRQSGLSGRQVERWFRRRRNQDRPSLLKKFREASWRFTFYLIAFIAGMAVIVDKPWFYDMKKVWEGYPIQSTIPSQYWYYMIELSFYWSLLFSIASDVKRKDFKEQIIHHVATIILISFSWFANYIRAGTLIMALHDSSDYLLESAKMFNYAGWKNTCNNIFIVFAIVFIITRLVILPFWILHCTLVYPLELYPAFF.... Result: 1 (interaction).